Task: Predict the product of the given reaction.. Dataset: Forward reaction prediction with 1.9M reactions from USPTO patents (1976-2016) Given the reactants Cl[Si](Cl)(Cl)Cl.[Cl:6][C:7]1[N:12]=[C:11]([NH:13][C:14]([CH:16]2[CH2:18][CH2:17]2)=O)[CH:10]=[CH:9][N:8]=1.[N-:19]=[N+:20]=[N-:21].[Na+], predict the reaction product. The product is: [Cl:6][C:7]1[N:12]=[C:11]([N:13]2[C:14]([CH:16]3[CH2:18][CH2:17]3)=[N:21][N:20]=[N:19]2)[CH:10]=[CH:9][N:8]=1.